This data is from Catalyst prediction with 721,799 reactions and 888 catalyst types from USPTO. The task is: Predict which catalyst facilitates the given reaction. (1) Reactant: [Cl:1][C:2]1[CH:7]=[C:6](B2OC(C)(C)C(C)(C)O2)[CH:5]=[CH:4][C:3]=1[CH:17]([OH:19])[CH3:18].Cl[C:21]1[CH:22]=[CH:23][C:24]2[N:25]([C:27]([CH2:30][NH:31][C:32]3[C:41]4[C:36](=[CH:37][C:38]([O:42][CH3:43])=[CH:39][N:40]=4)[N:35]=[CH:34][CH:33]=3)=[N:28][N:29]=2)[N:26]=1.C(=O)([O-])[O-].[Cs+].[Cs+]. Product: [Cl:1][C:2]1[CH:7]=[C:6]([C:21]2[CH:22]=[CH:23][C:24]3[N:25]([C:27]([CH2:30][NH:31][C:32]4[C:41]5[C:36](=[CH:37][C:38]([O:42][CH3:43])=[CH:39][N:40]=5)[N:35]=[CH:34][CH:33]=4)=[N:28][N:29]=3)[N:26]=2)[CH:5]=[CH:4][C:3]=1[CH:17]([OH:19])[CH3:18]. The catalyst class is: 38. (2) Reactant: Cl[C:2]1[N:7]=[CH:6][C:5]([C:8]2[CH:9]=[C:10]3[C:14](=[CH:15][CH:16]=2)[N:13]([S:17]([C:20]2[CH:25]=[CH:24][CH:23]=[CH:22][CH:21]=2)(=[O:19])=[O:18])[C:12]([C:26]2[C:31]([F:32])=[CH:30][CH:29]=[CH:28][C:27]=2[F:33])=[CH:11]3)=[C:4]([CH3:34])[CH:3]=1.[NH2:35][C:36]1[N:41]=[CH:40][C:39](B(O)O)=[CH:38][N:37]=1.C(=O)([O-])[O-].[Cs+].[Cs+].O. Product: [C:20]1([S:17]([N:13]2[C:14]3[C:10](=[CH:9][C:8]([C:5]4[C:4]([CH3:34])=[CH:3][C:2]([C:39]5[CH:38]=[N:37][C:36]([NH2:35])=[N:41][CH:40]=5)=[N:7][CH:6]=4)=[CH:16][CH:15]=3)[CH:11]=[C:12]2[C:26]2[C:27]([F:33])=[CH:28][CH:29]=[CH:30][C:31]=2[F:32])(=[O:19])=[O:18])[CH:25]=[CH:24][CH:23]=[CH:22][CH:21]=1. The catalyst class is: 77. (3) Reactant: [CH2:1]([N:3]([CH3:27])[C:4]([C:6]1[CH:10]=[C:9]([C:11]2[CH:16]=[CH:15][C:14]([C:17]#[N:18])=[CH:13][N:12]=2)[N:8]([C:19]2[N:20]=[N:21][C:22]([O:25][CH3:26])=[CH:23][CH:24]=2)[N:7]=1)=[O:5])[CH3:2].N. Product: [CH2:1]([N:3]([CH3:27])[C:4]([C:6]1[CH:10]=[C:9]([C:11]2[CH:16]=[CH:15][C:14]([CH2:17][NH2:18])=[CH:13][N:12]=2)[N:8]([C:19]2[N:20]=[N:21][C:22]([O:25][CH3:26])=[CH:23][CH:24]=2)[N:7]=1)=[O:5])[CH3:2]. The catalyst class is: 8. (4) Reactant: [F:1][C:2]1[CH:28]=[CH:27][C:5]([CH2:6][NH:7][C:8]([C:10]2[CH:15]=[C:14]([C:16](=O)[CH:17]=[CH:18][C:19]3[CH:20]=[N:21][CH:22]=[CH:23][CH:24]=3)[N:13]=[C:12]([CH3:26])[N:11]=2)=[O:9])=[CH:4][C:3]=1[O:29][CH3:30].O.[NH2:32][NH2:33]. Product: [F:1][C:2]1[CH:28]=[CH:27][C:5]([CH2:6][NH:7][C:8]([C:10]2[CH:15]=[C:14]([C:16]3[CH2:17][CH:18]([C:19]4[CH:20]=[N:21][CH:22]=[CH:23][CH:24]=4)[NH:33][N:32]=3)[N:13]=[C:12]([CH3:26])[N:11]=2)=[O:9])=[CH:4][C:3]=1[O:29][CH3:30]. The catalyst class is: 8. (5) Reactant: [NH:1]1[CH:5]=[C:4]([C:6]23[CH2:17][CH2:16][CH:15](O)[CH:7]2[C:8]2[CH:9]=[CH:10][CH:11]=[CH:12][C:13]=2[CH2:14]3)[N:3]=[CH:2]1.Cl.[H][H]. Product: [CH2:17]1[C:6]2([C:4]3[N:3]=[CH:2][NH:1][CH:5]=3)[CH2:14][C:13]3[CH:12]=[CH:11][CH:10]=[CH:9][C:8]=3[CH:7]2[CH2:15][CH2:16]1. The catalyst class is: 29. (6) Reactant: [C:1]([O:5][C:6](=[O:22])[NH:7][C:8]1[CH:13]=[CH:12][C:11]([C:14](=[O:20])[CH:15]=[CH:16][N:17](C)C)=[C:10]([Cl:21])[CH:9]=1)([CH3:4])([CH3:3])[CH3:2].Cl.NO. Product: [C:1]([O:5][C:6](=[O:22])[NH:7][C:8]1[CH:13]=[CH:12][C:11]([C:14]2[O:20][N:17]=[CH:16][CH:15]=2)=[C:10]([Cl:21])[CH:9]=1)([CH3:4])([CH3:3])[CH3:2]. The catalyst class is: 155.